From a dataset of Forward reaction prediction with 1.9M reactions from USPTO patents (1976-2016). Predict the product of the given reaction. (1) The product is: [CH3:26][C:25]([CH3:28])([CH3:27])[CH2:24][CH2:23][NH:22][C:21]([C:18]1[CH:17]=[CH:16][C:15]([O:14][C:12]([N:8]2[CH2:9][CH2:10][N:5]([CH2:4][CH:1]3[CH2:3][CH2:2]3)[CH2:6][CH2:7]2)=[O:13])=[CH:20][CH:19]=1)=[O:29]. Given the reactants [CH:1]1([CH2:4][N:5]2[CH2:10][CH2:9][NH:8][CH2:7][CH2:6]2)[CH2:3][CH2:2]1.Cl[C:12]([O:14][C:15]1[CH:20]=[CH:19][C:18]([C:21](=[O:29])[NH:22][CH2:23][CH2:24][C:25]([CH3:28])([CH3:27])[CH3:26])=[CH:17][CH:16]=1)=[O:13], predict the reaction product. (2) Given the reactants [CH2:1]([O:8][CH2:9][CH2:10][NH:11]C(=O)OC(C)(C)C)[C:2]1[CH:7]=[CH:6][CH:5]=[CH:4][CH:3]=1.[C:19]1([CH3:29])[CH:24]=[CH:23][C:22]([S:25]([OH:28])(=[O:27])=[O:26])=[CH:21][CH:20]=1, predict the reaction product. The product is: [C:19]1([CH3:29])[CH:20]=[CH:21][C:22]([S:25]([OH:28])(=[O:26])=[O:27])=[CH:23][CH:24]=1.[CH2:1]([O:8][CH2:9][CH2:10][NH2:11])[C:2]1[CH:7]=[CH:6][CH:5]=[CH:4][CH:3]=1. (3) Given the reactants [Cl:1][C:2]1[CH:3]=[CH:4][C:5](F)=[C:6]([CH:24]=1)[C:7]([N:9]1[CH2:14][CH2:13][N:12]([C:15]([O:17][C:18]([CH3:21])([CH3:20])[CH3:19])=[O:16])[CH2:11][CH:10]1[CH2:22][OH:23])=[O:8].[H-].[Na+], predict the reaction product. The product is: [Cl:1][C:2]1[CH:3]=[CH:4][C:5]2[O:23][CH2:22][CH:10]3[CH2:11][N:12]([C:15]([O:17][C:18]([CH3:21])([CH3:20])[CH3:19])=[O:16])[CH2:13][CH2:14][N:9]3[C:7](=[O:8])[C:6]=2[CH:24]=1.